Dataset: Experimentally validated miRNA-target interactions with 360,000+ pairs, plus equal number of negative samples. Task: Binary Classification. Given a miRNA mature sequence and a target amino acid sequence, predict their likelihood of interaction. The miRNA is hsa-miR-6799-5p with sequence GGGGAGGUGUGCAGGGCUGG. The protein sequence of the target gene is MLDTIARALQDLGRQVLPTLPSLSQEEVSIIWGNVSEFVRRQLTLHKGVQIPAFGTFTFIRQKLEVGNNKFILIQRPVFIMVEKLVQIHGLKQNKVYTPGEIPIVPLNFVMISLEGPFNRDVVEGCVKETLLFLSRSISMKQNVEFTFKGIGVLMIRDSKVKMRFYKDFLCTMDGSGALAKALANRPGTVDSVLSSREALRKWPSSVLAFPRIELKEMENKLPMETLVEECGENRERKCKLKDQSDKEEGTRDISSPKRLRDRQALFPAKVTNVSLLEKFERSESGGKIMTPESLSYPSC.... Result: 0 (no interaction).